Predict the product of the given reaction. From a dataset of Forward reaction prediction with 1.9M reactions from USPTO patents (1976-2016). Given the reactants [C:1]([CH2:3][CH2:4][CH2:5][CH:6]1[CH2:11][CH2:10][N:9]([C:12]([O:14][C:15]([CH3:18])([CH3:17])[CH3:16])=[O:13])[CH2:8][CH2:7]1)#[N:2], predict the reaction product. The product is: [NH2:2][CH2:1][CH2:3][CH2:4][CH2:5][CH:6]1[CH2:7][CH2:8][N:9]([C:12]([O:14][C:15]([CH3:18])([CH3:17])[CH3:16])=[O:13])[CH2:10][CH2:11]1.